Dataset: Tox21: 12 toxicity assays (nuclear receptors and stress response pathways). Task: Binary classification across 12 toxicity assays. (1) The molecule is c1cc(OCC2CO2)ccc1Cc1ccc(OCC2CO2)cc1. It tested positive (active) for: SR-ARE (Antioxidant Response Element (oxidative stress)), and SR-p53 (p53 tumor suppressor activation). (2) The compound is CCOC(=O)/C=C\C(=O)OCC. It tested positive (active) for: SR-ARE (Antioxidant Response Element (oxidative stress)). (3) The molecule is CC1COc2ccccc2N1C(=O)C(Cl)Cl. It tested positive (active) for: NR-AhR (Aryl hydrocarbon Receptor agonist activity), SR-ARE (Antioxidant Response Element (oxidative stress)), SR-ATAD5 (ATAD5 genotoxicity (DNA damage)), and SR-p53 (p53 tumor suppressor activation). (4) The drug is Cc1ccc(/C=N/n2c(-c3ccccc3)csc2=S)cc1. It tested positive (active) for: NR-AhR (Aryl hydrocarbon Receptor agonist activity), and SR-ARE (Antioxidant Response Element (oxidative stress)). (5) The compound is CN(C)c1ccc(/C=C/c2ccc([N+](=O)[O-])cc2)cc1. It tested positive (active) for: NR-ER (Estrogen Receptor agonist activity). (6) The drug is COC(=O)C1=C(C)NC(C)=C(C(=O)O[C@@H]2CCCN(Cc3ccccc3)C2)[C@@H]1c1cccc([N+](=O)[O-])c1. It tested positive (active) for: SR-MMP (Mitochondrial Membrane Potential disruption).